From a dataset of Forward reaction prediction with 1.9M reactions from USPTO patents (1976-2016). Predict the product of the given reaction. (1) Given the reactants [Br:1][C:2]1[CH:3]=[C:4]([CH3:9])[C:5]([Cl:8])=[N:6][CH:7]=1.[Br:10]C1C(CBr)=NC(Cl)=CC=1, predict the reaction product. The product is: [Br:1][C:2]1[CH:3]=[C:4]([CH2:9][Br:10])[C:5]([Cl:8])=[N:6][CH:7]=1. (2) Given the reactants [CH3:1][C:2]1[N:7]=[C:6]2[S:8][C:9]3[CH2:14][CH2:13][CH2:12][CH2:11][C:10]=3[C:5]2=[C:4]([C:15]2[C:16]([CH3:26])=[C:17]3[C:22](=[C:23]([F:25])[CH:24]=2)[O:21][CH2:20][CH2:19][CH2:18]3)[C:3]=1[CH:27]([O:32][C:33]([CH3:36])([CH3:35])[CH3:34])[C:28]([O:30]C)=[O:29].[OH-].[Na+], predict the reaction product. The product is: [CH3:1][C:2]1[N:7]=[C:6]2[S:8][C:9]3[CH2:14][CH2:13][CH2:12][CH2:11][C:10]=3[C:5]2=[C:4]([C:15]2[C:16]([CH3:26])=[C:17]3[C:22](=[C:23]([F:25])[CH:24]=2)[O:21][CH2:20][CH2:19][CH2:18]3)[C:3]=1[CH:27]([O:32][C:33]([CH3:36])([CH3:35])[CH3:34])[C:28]([OH:30])=[O:29]. (3) Given the reactants N=C=N.[C:4]([O:8][C:9]([NH:11][CH2:12][CH2:13][CH2:14]C(O)=O)=[O:10])([CH3:7])([CH3:6])[CH3:5].C1C=CC2N([OH:27])N=NC=2C=1.C([N:35]1[CH2:40][CH2:39][N:38]([CH2:41][CH2:42][CH2:43][C:44]([O:46][CH3:47])=[O:45])[CH2:37][CH2:36]1)C1C=CC=CC=1.C(O)C(N)(CO)CO, predict the reaction product. The product is: [C:4]([O:8][C:9]([NH:11][CH2:12][CH2:13][C:14]([N:35]1[CH2:40][CH2:39][N:38]([CH2:41][CH2:42][CH2:43][C:44]([O:46][CH3:47])=[O:45])[CH2:37][CH2:36]1)=[O:27])=[O:10])([CH3:5])([CH3:6])[CH3:7]. (4) Given the reactants [CH2:1]([OH:10])[C@@H:2]([C@H:4]([C@@H:6]([CH2:8][OH:9])[OH:7])[OH:5])[OH:3].C(O)[C@@H](O)C(O)[C@@H](O)[CH2:15][OH:16], predict the reaction product. The product is: [OH:10][CH2:1][C@@H:2]([C@H:4]([C@@H:6]([C@@H:8]([CH2:15][OH:16])[OH:9])[OH:7])[OH:5])[OH:3]. (5) Given the reactants [OH:1][C:2]1[C:9]([CH3:10])=[CH:8][C:5]([CH:6]=[O:7])=[CH:4][C:3]=1[CH3:11].O[CH2:13][CH2:14][N:15]1[CH2:20][CH2:19][O:18][CH2:17][CH2:16]1.C(N(CC)C(C)C)(C)C.CCOC(/N=N/C(OCC)=O)=O, predict the reaction product. The product is: [CH3:10][C:9]1[CH:8]=[C:5]([CH:4]=[C:3]([CH3:11])[C:2]=1[O:1][CH2:13][CH2:14][N:15]1[CH2:20][CH2:19][O:18][CH2:17][CH2:16]1)[CH:6]=[O:7]. (6) Given the reactants Cl[C@@H:2]([CH:14]([CH3:16])[CH3:15])[CH2:3][N-:4][C:5]1[CH:10]=[C:9]([Cl:11])[CH:8]=[C:7]([CH3:12])[C:6]=1[OH:13].C(=O)([O-])[O-:18].[K+].[K+].O.Cl, predict the reaction product. The product is: [Cl:11][C:9]1[CH:8]=[C:7]([CH3:12])[C:6]2[O:13][C@H:2]([CH:14]([CH3:16])[CH3:15])[C:3](=[O:18])[NH:4][C:5]=2[CH:10]=1. (7) Given the reactants [C:1]([C:5]1[CH:9]=[C:8]([C:10]([O:12][CH2:13][CH3:14])=[O:11])[NH:7][N:6]=1)([CH3:4])([CH3:3])[CH3:2].Cl[CH2:16][C:17]1[CH:22]=[CH:21][C:20]([CH2:23][OH:24])=[CH:19][CH:18]=1.C(=O)([O-])[O-].[K+].[K+].C(N(C(C)C)C(C)C)C.[CH3:40][O:41][CH2:42]Cl, predict the reaction product. The product is: [C:1]([C:5]1[CH:9]=[C:8]([C:10]([O:12][CH2:13][CH3:14])=[O:11])[N:7]([CH2:16][C:17]2[CH:22]=[CH:21][C:20]([CH2:23][O:24][CH2:40][O:41][CH3:42])=[CH:19][CH:18]=2)[N:6]=1)([CH3:4])([CH3:2])[CH3:3]. (8) Given the reactants [Br:1][C:2]1[CH:3]=[C:4](N)[C:5]([CH3:8])=[N:6][CH:7]=1.Cl.[O:11]1[CH2:16][CH2:15]OCC1.N(O[CH2:20]CC(C)C)=O, predict the reaction product. The product is: [Br:1][C:2]1[CH:3]=[C:4]([O:11][CH:16]([CH3:20])[CH3:15])[C:5]([CH3:8])=[N:6][CH:7]=1.